From a dataset of Catalyst prediction with 721,799 reactions and 888 catalyst types from USPTO. Predict which catalyst facilitates the given reaction. Reactant: F[C:2]1[C:3]([C:40](F)(F)F)=[C:4]([C:23]2[C:24](F)=[C:25]3[C:30](=[C:31](F)[C:32]=2F)[N:29]=[C:28]([N:35](F)F)[N:27]=[C:26]3F)[C:5](C2C(F)=C(F)C(F)=C(F)C=2F)=[C:6]([C:10]=1F)[C:7]([O-:9])=O.[F:44][C:45]1[CH:51]=[C:50]([F:52])[CH:49]=[CH:48][C:46]=1[NH2:47]. Product: [NH2:35][C:28]1[N:27]=[CH:26][C:25]2[C:30](=[CH:31][CH:32]=[C:23]([C:4]3[CH:5]=[C:6]([CH:10]=[CH:2][C:3]=3[CH3:40])[C:7]([NH:47][C:46]3[CH:48]=[CH:49][C:50]([F:52])=[CH:51][C:45]=3[F:44])=[O:9])[CH:24]=2)[N:29]=1. The catalyst class is: 17.